This data is from Full USPTO retrosynthesis dataset with 1.9M reactions from patents (1976-2016). The task is: Predict the reactants needed to synthesize the given product. (1) The reactants are: C1(P(C2C=CC=CC=2)C2C=CC=CC=2)C=CC=CC=1.C(N(CC)CC)C.[C:27](O)([C:29]([F:32])([F:31])[F:30])=O.[C:34]([O:38][C:39](=[O:70])[NH:40][C:41]1([C:45]2[CH:50]=[CH:49][C:48]([C:51]3[C:60](=[O:61])[C:59]4[C:54](=[C:55]([NH2:63])[C:56]([NH2:62])=[CH:57][CH:58]=4)[O:53][C:52]=3[C:64]3[CH:69]=[CH:68][CH:67]=[CH:66][CH:65]=3)=[CH:47][CH:46]=2)[CH2:44][CH2:43][CH2:42]1)([CH3:37])([CH3:36])[CH3:35]. Given the product [C:34]([O:38][C:39](=[O:70])[NH:40][C:41]1([C:45]2[CH:46]=[CH:47][C:48]([C:51]3[C:60](=[O:61])[C:59]4[CH:58]=[CH:57][C:56]5[N:62]=[C:27]([C:29]([F:32])([F:31])[F:30])[NH:63][C:55]=5[C:54]=4[O:53][C:52]=3[C:64]3[CH:65]=[CH:66][CH:67]=[CH:68][CH:69]=3)=[CH:49][CH:50]=2)[CH2:44][CH2:43][CH2:42]1)([CH3:37])([CH3:35])[CH3:36], predict the reactants needed to synthesize it. (2) Given the product [N+:17](/[CH:20]=[CH:13]/[C:12]1[CH:15]=[CH:16][C:9]([CH2:8][O:7][C:2]2[CH:3]=[CH:4][CH:5]=[CH:6][N:1]=2)=[CH:10][CH:11]=1)([O-:19])=[O:18], predict the reactants needed to synthesize it. The reactants are: [N:1]1[CH:6]=[CH:5][CH:4]=[CH:3][C:2]=1[O:7][CH2:8][C:9]1[CH:16]=[CH:15][C:12]([CH:13]=O)=[CH:11][CH:10]=1.[N+:17]([CH3:20])([O-:19])=[O:18].C([O-])(=O)C.[NH4+].C(O)(=O)C.